Dataset: Full USPTO retrosynthesis dataset with 1.9M reactions from patents (1976-2016). Task: Predict the reactants needed to synthesize the given product. (1) The reactants are: [NH2:1][C:2]1[C:3]([NH:23][C:24]2[CH:25]=[C:26]([N:31]([CH3:39])[C:32](=[O:38])[O:33][C:34]([CH3:37])([CH3:36])[CH3:35])[CH:27]=[CH:28][C:29]=2[CH3:30])=[N:4][CH:5]=[N:6][C:7]=1[N:8]([CH2:16][C:17]1[CH:22]=[CH:21][CH:20]=[CH:19][CH:18]=1)[CH2:9][C:10]1[CH:15]=[CH:14][CH:13]=[CH:12][CH:11]=1.Cl[C:41](Cl)([O:43]C(=O)OC(Cl)(Cl)Cl)Cl. Given the product [CH2:9]([N:8]([CH2:16][C:17]1[CH:18]=[CH:19][CH:20]=[CH:21][CH:22]=1)[C:7]1[N:6]=[CH:5][N:4]=[C:3]2[C:2]=1[NH:1][C:41](=[O:43])[N:23]2[C:24]1[CH:25]=[C:26]([N:31]([CH3:39])[C:32](=[O:38])[O:33][C:34]([CH3:36])([CH3:35])[CH3:37])[CH:27]=[CH:28][C:29]=1[CH3:30])[C:10]1[CH:11]=[CH:12][CH:13]=[CH:14][CH:15]=1, predict the reactants needed to synthesize it. (2) Given the product [Br:6][C:21]1[C:20]([CH3:22])=[CH:19][C:17]([NH2:18])=[C:16]([O:23][CH3:24])[C:15]=1[F:14], predict the reactants needed to synthesize it. The reactants are: CN(C)C=O.[Br:6]N1C(=O)CCC1=O.[F:14][C:15]1[C:16]([O:23][CH3:24])=[C:17]([CH:19]=[C:20]([CH3:22])[CH:21]=1)[NH2:18].